This data is from Full USPTO retrosynthesis dataset with 1.9M reactions from patents (1976-2016). The task is: Predict the reactants needed to synthesize the given product. Given the product [C:12]([O:15][CH2:16][C:17]1([C:20]2[CH:25]=[CH:24][C:23]([C:2]3[N:7]=[C:6]4[NH:8][C:9](=[O:11])[CH2:10][C:5]4=[CH:4][CH:3]=3)=[CH:22][CH:21]=2)[CH2:19][CH2:18]1)(=[O:14])[CH3:13], predict the reactants needed to synthesize it. The reactants are: Cl[C:2]1[N:7]=[C:6]2[NH:8][C:9](=[O:11])[CH2:10][C:5]2=[CH:4][CH:3]=1.[C:12]([O:15][CH2:16][C:17]1([C:20]2[CH:25]=[CH:24][C:23](B3OC(C)(C)C(C)(C)O3)=[CH:22][CH:21]=2)[CH2:19][CH2:18]1)(=[O:14])[CH3:13].C([O-])([O-])=O.[Na+].[Na+].